Dataset: Catalyst prediction with 721,799 reactions and 888 catalyst types from USPTO. Task: Predict which catalyst facilitates the given reaction. Reactant: [CH:1]([C:4]1[CH:9]=[CH:8][C:7]([CH3:10])=[CH:6][C:5]=1[N:11]1[C:15](=[O:16])[CH2:14][S:13]/[C:12]/1=[N:17]\[C:18]([NH:20][CH2:21][CH2:22][C:23]1[CH:28]=[CH:27][C:26]([C:29]2[N:33]=[CH:32][N:31]([C:34]3[CH:39]=[CH:38][C:37]([O:40][C:41]([F:44])([F:43])[F:42])=[CH:36][CH:35]=3)[N:30]=2)=[CH:25][CH:24]=1)=[O:19])([CH3:3])[CH3:2].[Br:45]N1C(=O)CCC1=O.N(C(C)(C)C#N)=NC(C)(C)C#N. Product: [Br:45][CH:22]([C:23]1[CH:24]=[CH:25][C:26]([C:29]2[N:33]=[CH:32][N:31]([C:34]3[CH:35]=[CH:36][C:37]([O:40][C:41]([F:44])([F:43])[F:42])=[CH:38][CH:39]=3)[N:30]=2)=[CH:27][CH:28]=1)[CH2:21][NH:20][C:18](/[N:17]=[C:12]1\[S:13][CH2:14][C:15](=[O:16])[N:11]\1[C:5]1[CH:6]=[C:7]([CH3:10])[CH:8]=[CH:9][C:4]=1[CH:1]([CH3:3])[CH3:2])=[O:19]. The catalyst class is: 53.